Dataset: Catalyst prediction with 721,799 reactions and 888 catalyst types from USPTO. Task: Predict which catalyst facilitates the given reaction. (1) Reactant: Cl.Cl[C:3]1[N:4]=[CH:5][C:6]2[N:12]([CH3:13])[C:11](=[O:14])[C:10]([CH3:16])([CH3:15])[CH2:9][N:8]([C@@H:17]3[CH2:21][CH2:20][C:19]([F:23])([F:22])[CH2:18]3)[C:7]=2[N:24]=1.[NH2:25][C:26]1[CH:37]=[CH:36][C:29]([C:30]([NH:32][CH:33]2[CH2:35][CH2:34]2)=[O:31])=[CH:28][C:27]=1[O:38][CH3:39]. Product: [CH:33]1([NH:32][C:30](=[O:31])[C:29]2[CH:36]=[CH:37][C:26]([NH:25][C:3]3[N:4]=[CH:5][C:6]4[N:12]([CH3:13])[C:11](=[O:14])[C:10]([CH3:15])([CH3:16])[CH2:9][N:8]([C@@H:17]5[CH2:21][CH2:20][C:19]([F:22])([F:23])[CH2:18]5)[C:7]=4[N:24]=3)=[C:27]([O:38][CH3:39])[CH:28]=2)[CH2:34][CH2:35]1. The catalyst class is: 40. (2) Reactant: [C:1]([C@H:3]1[CH2:8][CH2:7][CH2:6][C@H:5]([O:9]C(=O)C2C=CC=CC=2)[CH2:4]1)#[N:2].O(C)[Na]. Product: [OH:9][C@H:5]1[CH2:6][CH2:7][CH2:8][C@H:3]([C:1]#[N:2])[CH2:4]1. The catalyst class is: 5. (3) Reactant: [NH2:1][C:2]1[CH:7]=[C:6]([Br:8])[C:5]([F:9])=[CH:4][C:3]=1[OH:10].C([O-])([O-])=O.[K+].[K+].Cl[CH2:18][C:19](Cl)=[O:20].O. Product: [Br:8][C:6]1[C:5]([F:9])=[CH:4][C:3]2[O:10][CH2:18][C:19](=[O:20])[NH:1][C:2]=2[CH:7]=1. The catalyst class is: 3. (4) Reactant: C(OC([N:6]1[CH2:12][CH2:11][C:10]2[C:13]([Cl:20])=[C:14]([C:16]([F:19])([F:18])[F:17])[S:15][C:9]=2[CH2:8][CH2:7]1)=O)C.I[Si](C)(C)C. Product: [Cl:20][C:13]1[C:10]2[CH2:11][CH2:12][NH:6][CH2:7][CH2:8][C:9]=2[S:15][C:14]=1[C:16]([F:18])([F:17])[F:19]. The catalyst class is: 2. (5) Reactant: CC1C=CC(C[C:7]2[CH:15]=[C:14]([C:16](O)=[O:17])[C:13]([CH2:19][C:20]3[CH:25]=[CH:24][C:23]([CH3:26])=[CH:22][CH:21]=3)=[CH:12][C:8]=2[C:9]([OH:11])=O)=CC=1.FC(F)(F)S(O)(=O)=O. Product: [CH3:9][C:8]1[CH:7]=[CH:15][C:14]2[CH2:16][C:7]3[C:8]([C:9](=[O:11])[C:13]=2[CH:12]=1)=[CH:12][C:13]1[CH2:19][C:20]2[C:21](=[CH:22][C:23]([CH3:26])=[CH:24][CH:25]=2)[C:16](=[O:17])[C:14]=1[CH:15]=3. The catalyst class is: 55.